From a dataset of Human Reference Interactome with 51,813 positive PPI pairs across 8,248 proteins, plus equal number of experimentally-validated negative pairs. Binary Classification. Given two protein amino acid sequences, predict whether they physically interact or not. (1) Protein 1 (ENSG00000100083) has sequence MKSCGKRFHDEVGKFRFLNELIKVVSPKYLGSRTSEKVMEPAMEPETLEARINRATNPLNKELDWASINGFCEQLNEDFEGPPLATRLLAHKIQSPQEWEAIQALTVLETCMKSCGKRFHDEVGKFRFLNELIKVVSPKYLGSRTSEKVKNKILELLYSWTVGLPEEVKIAEAYQMLKKQGIVKSDPKLPDDTTFPLPPPRPKNVIFEDEEKSKMLARLLKSSHPEDLRAANKLIKEMVQEDQKRMEKISKRVNAIEEVNNNVKLLTEMVMSHSQGGAAAGSSEDLMKELYQRCERMRPT.... Protein 2 (ENSG00000128185) has sequence MERYAAALEEVADGARQQERHYQLLSALQSLVKELPSSFQQRLSYTTLSDLALALLDGTVFEIVQGLLEIQHLTEKSLYNQRLRLQNEHRVLRQALRQKHQEAQQACRPHNLPVVQAAQQRELEAVEHRIREEQRAMDQKIILELDRKVADQQSTLEKAGVAGFYVTTNPQELMLQMNLLELIRKLQQRGCRAGNAALGLGGPWQSPAAQCDQKGSPVPP*MERYAAALEEVADGARQQERHYQLLSALQSLVKELPSACPTPRSATWPWRFSTAPCSKSCRGYWRSSTSPKRACTTSAC.... Result: 1 (the proteins interact). (2) Protein 1 (ENSG00000159708) has sequence MAEQWELDEEGIRRLGALTLEQPELVESLSLQGSYAGKIHSIGDAFRNFKNLRSLDLSRNLITSLKGIQYLCSLQDLNLYYNNIPSLVEVSRLQPLPFLKELDLRLNPVVRKDTDYRLFAVYTLQTLEKLDDRTVREGERKAAKLHFSQLGNSENFLLEVEKSSREKTMKNCVTGESSASKVSANVDSRIEMDSNKGLFIPFPNREIKDSLSTSATQGNGTRDQKLDTFPLGTQTQEVARREMPSDNHQEDEFRHYSPRQSTVRSPEKMTREGYQVSFLDNKSSGSSPEKELIPKPDTFH.... Protein 2 (ENSG00000107404) has sequence MAETKIIYHMDEEETPYLVKLPVAPERVTLADFKNVLSNRPVHAYKFFFKSMDQDFGVVKEEIFDDNAKLPCFNGRVVSWLVLAEGAHSDAGSQGTDSHTDLPPPLERTGGIGDSRPPSFHPNVASSRDGMDNETGTESMVSHRRERARRRNREEAARTNGHPRGDRRRDVGLPPDSASTALSSELESSSFVDSDEDGSTSRLSSSTEQSTSSRLIRKHKRRRRKQRLRQADRASSFSSITDSTMSLNIVTVTLNMERHHFLGISIVGQSNDRGDGGIYIGSIMKGGAVAADGRIEPGDM.... Result: 0 (the proteins do not interact). (3) Protein 2 (ENSG00000077348) has sequence MEEETHTDAKIRAENGTGSSPRGPGCSLRHFACEQNLLSRPDGSASFLQGDTSVLAGVYGPAEVKVSKEIFNKATLEVILRPKIGLPGVAEKSRERLIRNTCEAVVLGTLHPRTSITVVLQVVSDAGSLLACCLNAACMALVDAGVPMRALFCGVACALDSDGTLVLDPTSKQEKEARAVLTFALDSVERKLLMSSTKGLYSDTELQQCLAAAQAASQHVFRFYRESLQRRYSKS*GCSLRHFACEQNLLSRPDGSASFLQGDTSVLAGVYGPAEVKVSKEIFNKATLEVILSPALPL*M.... Protein 1 (ENSG00000165716) has sequence MVEWRTCLSVAPGQQVYSGLWRDKDVTIKCGIEETLDSKARSDAAPRRELVLFDKPTRGTSIKEFREMTLSFLKANLGDLPSLPALVGQVLLMADFNKDNRVSLAEAKSVWALLQRNEFLLLLSLQEKEHASRLLGYCGDLYLTEGVPHGAWHAAALPPLLRPLLPPALQGALQQWLGPAWPWRAKIAIGLLEFVEELFHGSYGTFYMCETTLANVGYTATYDFKMADLQQVAPEATVRRFLQGRRCEHSTDCTYGRDCRAPCDRLMRQCKGDLIQPNLAKVCALLRGYLLPGAPADLRE.... Result: 0 (the proteins do not interact). (4) Protein 2 (ENSG00000099785) has sequence MTTGDCCHLPGSLCDCSGSPAFSKVVEATGLGPPQYVAQVTSRDGRLLSTVIRALDTPSDGPFCRICHEGANGECLLSPCGCTGTLGAVHKSCLEKWLSSSNTSYCELCHTEFAVEKRPRPLTEWLKDPGPRTEKRTLCCDMVCFLFITPLAAISGWLCLRGAQDHLRLHSQLEAVGLIALTIALFTIYVLWTLVSFRYHCQLYSEWRKTNQKVRLKIREADSPEGPQHSPLAAGLLKKVAEETPV*MTTGDCCHLPGSLCDCSGSPAFSKVVEATGLGPPQYVAQVTSRDGRLLSTVIR.... Result: 0 (the proteins do not interact). Protein 1 (ENSG00000100554) has sequence MSGKDRIEIFPSRMAQTIMKARLKGAQTGRNLLKKKSDALTLRFRQILKKIIETKMLMGEVMREAAFSLAEAKFTAGDFSTTVIQNVNKAQVKIRAKKDNVAGVTLPVFEHYHEGTDSYELTGLARGGEQLAKLKRNYAKAVELLVELASLQTSFVTLDEAIKITNRRVNAIEHVIIPRIERTLAYIITELDEREREEFYRLKKIQEKKKILKEKSEKDLEQRRAAGEVLEPANLLAEEKDEDLLFE*VMREAAFSLAEAKFTAGDFSTTVIQNVNKAQVKIRAKKDNVAAC*MSGKDRI.... (5) Protein 2 (ENSG00000104369) has sequence MTGGRFDFDDGGTYCGGWEEGKAHGHGICTGPKGQGEYSGSWSHGFEVVGGYTWPSGNTYQGYWAQGKRHGLGVETKGKWMYRGEWSHGFKGRYGVRQSLCTPARYEGTWSNGLQDGYGVETYGDGGTYQGQWAGGMRHGYGVRQSVPYGMATVIRSPLRTSLASLRSEQSNGSVLHDAAAAADSPAGTRGGFVLNFHADAELAGKKKGGLFRRGSLLGSMKLRKSESKSSISSKRSSVRSDAAMSRISSSDANSTISFGDVDCDFCPVEDHVDATTTETYMGEWKNDKRNGFGVSERSN.... Result: 0 (the proteins do not interact). Protein 1 (ENSG00000180332) has sequence MERKINRREKEKEYEGKHNSLEDTDQGKNCKSTLMTLNVGGYLYITQKQTLTKYPDTFLEGIVNGKILCPFDADGHYFIDRDGLLFRHVLNFLRNGELLLPEGFRENQLLAQEAEFFQLKGLAEEVKSRWEKEQLTPRETTFLEITDNHDRSQGLRIFCNAPDFISKIKSRIVLVSKSRLDGFPEEFSISSNIIQFKYFIKSENGTRLVLKEDNTFVCTLETLKFEAIMMALKCGFRLLTSLDCSKGSIVHSDALHFIK*. (6) Protein 1 (ENSG00000123080) has sequence MAEPWGNELASAAARGDLEQLTSLLQNNVNVNAQNGFGRTALQVMKLGNPEIARRLLLRGANPDLKDRTGFAVIHDAARAGFLDTLQTLLEFQADVNIEDNEGNLPLHLAAKEGHLRVVEFLVKHTASNVGHRNHKGDTACDLARLYGRNEVVSLMQANGAGGATNLQ*. Protein 2 (ENSG00000145495) has sequence MDTAEEDICRVCRSEGTPEKPLYHPCVCTGSIKFIHQECLVQWLKHSRKEYCELCKHRFAFTPIYSPDMPSRLPIQDIFAGLVTSIGTAIRYWFHYTLVAFAWLGVVPLTACRIYKCLFTGSVSSLLTLPLDMLSTENLLADCLQGCFVVTCTLCAFISLVWLREQIVHGGAPIWLEHAAPPFNAAGHHQNEAPAGGNGAENVAADQPANPPAENAVVGENPDAQDDQAEEEEEDNEEEDDAGVEDAADANNGAQDDMNWNALEWDRAAEELTWERMLGLDGSLVFLEHVFWVVSLNTLF.... Result: 0 (the proteins do not interact).